Task: Predict the reactants needed to synthesize the given product.. Dataset: Full USPTO retrosynthesis dataset with 1.9M reactions from patents (1976-2016) (1) Given the product [Br:1][C:2]1[CH:3]=[C:4]2[C:9](=[C:10]([N:12]3[CH2:17][CH2:16][N:15]([C:26]([O:28][C:29]([CH3:32])([CH3:31])[CH3:30])=[O:27])[CH2:14][CH2:13]3)[CH:11]=1)[N:8]=[C:7]([CH3:18])[CH:6]=[CH:5]2, predict the reactants needed to synthesize it. The reactants are: [Br:1][C:2]1[CH:3]=[C:4]2[C:9](=[C:10]([N:12]3[CH2:17][CH2:16][NH:15][CH2:14][CH2:13]3)[CH:11]=1)[N:8]=[C:7]([CH3:18])[CH:6]=[CH:5]2.CCN(CC)CC.[C:26](O[C:26]([O:28][C:29]([CH3:32])([CH3:31])[CH3:30])=[O:27])([O:28][C:29]([CH3:32])([CH3:31])[CH3:30])=[O:27]. (2) Given the product [C:16]1([CH:2]2[S:28][C:24]3=[N:25][CH:26]=[CH:27][N:23]3[N:22]=[C:3]2[C:5]2[CH:6]=[CH:7][C:8]3[O:13][CH2:12][C:11](=[O:14])[NH:10][C:9]=3[CH:15]=2)[CH:21]=[CH:20][CH:19]=[CH:18][CH:17]=1, predict the reactants needed to synthesize it. The reactants are: Br[CH:2]([C:16]1[CH:21]=[CH:20][CH:19]=[CH:18][CH:17]=1)[C:3]([C:5]1[CH:6]=[CH:7][C:8]2[O:13][CH2:12][C:11](=[O:14])[NH:10][C:9]=2[CH:15]=1)=O.[NH2:22][N:23]1[CH:27]=[CH:26][N:25]=[C:24]1[SH:28]. (3) The reactants are: Br[C:2]1[CH:7]=[C:6]([O:8][CH3:9])[C:5]([CH2:10][CH2:11][S:12][CH3:13])=[CH:4][C:3]=1[O:14][CH3:15].[C:16](=O)=[O:17].CC(C)=O.[Li]CCCC. Given the product [CH3:15][O:14][C:3]1[CH:4]=[C:5]([CH2:10][CH2:11][S:12][CH3:13])[C:6]([O:8][CH3:9])=[CH:7][C:2]=1[CH:16]=[O:17], predict the reactants needed to synthesize it. (4) Given the product [Cl:24][C:18]1[CH:19]=[CH:20][CH:21]=[C:22]([F:23])[C:17]=1[O:16][C:10]1[C:9]2[C:8](=[O:25])[N:7]([CH2:6][C:5]3[CH:26]=[CH:27][C:2]([C:32]4[C:31]([CH3:43])=[N:30][N:29]([CH3:28])[CH:33]=4)=[CH:3][CH:4]=3)[CH2:15][C:14]=2[CH:13]=[CH:12][N:11]=1, predict the reactants needed to synthesize it. The reactants are: Br[C:2]1[CH:27]=[CH:26][C:5]([CH2:6][N:7]2[CH2:15][C:14]3[CH:13]=[CH:12][N:11]=[C:10]([O:16][C:17]4[C:22]([F:23])=[CH:21][CH:20]=[CH:19][C:18]=4[Cl:24])[C:9]=3[C:8]2=[O:25])=[CH:4][CH:3]=1.[CH3:28][N:29]1[CH:33]=[C:32](B2OC(C)(C)C(C)(C)O2)[C:31]([CH3:43])=[N:30]1.C(=O)([O-])[O-].[Na+].[Na+]. (5) Given the product [OH:27][NH:26][C:21]([C:18]1[CH:19]=[CH:20][C:11]2[CH2:10][N:9]([C:7]([CH:4]3[CH2:5][CH2:6][O:1][CH2:2][CH2:3]3)=[O:8])[CH2:16][CH2:15][CH2:14][O:13][C:12]=2[CH:17]=1)=[O:23], predict the reactants needed to synthesize it. The reactants are: [O:1]1[CH2:6][CH2:5][CH:4]([C:7]([N:9]2[CH2:16][CH2:15][CH2:14][O:13][C:12]3[CH:17]=[C:18]([C:21]([O:23]CC)=O)[CH:19]=[CH:20][C:11]=3[CH2:10]2)=[O:8])[CH2:3][CH2:2]1.[NH2:26][OH:27].[OH-].[Na+].